Task: Predict the reactants needed to synthesize the given product.. Dataset: Full USPTO retrosynthesis dataset with 1.9M reactions from patents (1976-2016) (1) Given the product [NH2:26][C:24]1[S:25][CH:8]([C:5]2[CH:6]=[CH:7][C:2]([F:1])=[CH:3][CH:4]=2)[C:9]([C:12]2[CH:13]=[CH:14][C:15]3[O:20][CH2:19][C:18](=[O:21])[NH:17][C:16]=3[CH:22]=2)=[CH:10][N:23]=1, predict the reactants needed to synthesize it. The reactants are: [F:1][C:2]1[CH:7]=[CH:6][C:5]([CH:8]=[C:9]([C:12]2[CH:13]=[CH:14][C:15]3[O:20][CH2:19][C:18](=[O:21])[NH:17][C:16]=3[CH:22]=2)[CH:10]=O)=[CH:4][CH:3]=1.[NH2:23][C:24]([NH2:26])=[S:25].Cl.C([O-])(O)=O.[Na+]. (2) Given the product [CH2:2]([C:3](=[CH:25][C:24]1[CH:27]=[CH:28][C:21]([O:20][CH3:19])=[C:22]([N+:29]([O-:31])=[O:30])[CH:23]=1)[C:4]([O:6][CH2:7][CH3:8])=[O:5])[CH3:1], predict the reactants needed to synthesize it. The reactants are: [CH3:1][CH2:2][CH:3](P(OCC)(OCC)=O)[C:4]([O:6][CH2:7][CH3:8])=[O:5].[H-].[Na+].[CH3:19][O:20][C:21]1[CH:28]=[CH:27][C:24]([CH:25]=O)=[CH:23][C:22]=1[N+:29]([O-:31])=[O:30]. (3) Given the product [O:38]([C:12]1[N:17]=[C:16]2[N:18]([CH2:21][C:22]3[CH:23]=[C:24]4[C:29](=[CH:30][CH:31]=3)[N:28]=[CH:27][CH:26]=[CH:25]4)[N:19]=[N:20][C:15]2=[CH:14][CH:13]=1)[C:32]1[CH:37]=[CH:36][CH:35]=[CH:34][CH:33]=1, predict the reactants needed to synthesize it. The reactants are: FC1C=C([C:12]2[N:17]=[C:16]3[N:18]([CH2:21][C:22]4[CH:23]=[C:24]5[C:29](=[CH:30][CH:31]=4)[N:28]=[CH:27][CH:26]=[CH:25]5)[N:19]=[N:20][C:15]3=[CH:14][CH:13]=2)C=CC=1C(NC)=O.[C:32]1([OH:38])[CH:37]=[CH:36][CH:35]=[CH:34][CH:33]=1.CC(C)([O-])C.[K+]. (4) Given the product [CH3:1][C:2]1[CH:7]=[CH:6][C:5]([C:8](=[O:20])[NH:9][C:10]2[CH:15]=[CH:14][CH:13]=[C:12]([C:16]([F:19])([F:17])[F:18])[CH:11]=2)=[CH:4][C:3]=1[NH:21][C:22]([C:24]1[C:28]2[N:29]=[CH:30][N:31]=[C:32]([NH:41][C:40]3[CH:42]=[C:43]([O:47][CH3:48])[C:44]([O:45][CH3:46])=[C:38]([O:37][CH3:36])[CH:39]=3)[C:27]=2[S:26][CH:25]=1)=[O:23], predict the reactants needed to synthesize it. The reactants are: [CH3:1][C:2]1[CH:7]=[CH:6][C:5]([C:8](=[O:20])[NH:9][C:10]2[CH:15]=[CH:14][CH:13]=[C:12]([C:16]([F:19])([F:18])[F:17])[CH:11]=2)=[CH:4][C:3]=1[NH:21][C:22]([C:24]1[C:28]2[N:29]=[CH:30][N:31]=[C:32](S(C)=O)[C:27]=2[S:26][CH:25]=1)=[O:23].[CH3:36][O:37][C:38]1[CH:39]=[C:40]([CH:42]=[C:43]([O:47][CH3:48])[C:44]=1[O:45][CH3:46])[NH2:41]. (5) Given the product [Br:1][C:2]1[C:3]([NH:10][C:11]2([CH2:16][NH:17][C:18](=[O:24])[O:19][C:20]([CH3:22])([CH3:21])[CH3:23])[CH2:12][CH2:13][CH2:14][CH2:15]2)=[N:4][C:5]([Cl:8])=[N:6][CH:7]=1, predict the reactants needed to synthesize it. The reactants are: [Br:1][C:2]1[C:3](Cl)=[N:4][C:5]([Cl:8])=[N:6][CH:7]=1.[NH2:10][C:11]1([CH2:16][NH:17][C:18](=[O:24])[O:19][C:20]([CH3:23])([CH3:22])[CH3:21])[CH2:15][CH2:14][CH2:13][CH2:12]1.BrC1C(NCCNC(=O)OC(C)(C)C)=NC(Cl)=NC=1. (6) Given the product [C:1]1([C:23]2[CH:28]=[CH:27][CH:26]=[CH:25][CH:24]=2)[CH:6]=[CH:5][CH:4]=[C:3]([C:7]#[C:8][CH2:9][CH2:10][CH2:11][NH2:12])[CH:2]=1, predict the reactants needed to synthesize it. The reactants are: [C:1]1([C:23]2[CH:28]=[CH:27][CH:26]=[CH:25][CH:24]=2)[CH:6]=[CH:5][CH:4]=[C:3]([C:7]#[C:8][CH2:9][CH2:10][CH2:11][N:12]2C(=O)C3C(=CC=CC=3)C2=O)[CH:2]=1.O.NN. (7) Given the product [Br:23][C:24]1[C:25]([CH3:31])=[C:26]([N:18]2[CH2:17][CH2:16][C:9]3[C:10]4[C:15](=[CH:14][CH:13]=[CH:12][CH:11]=4)[N:7]([CH2:6][O:5][CH2:4][CH2:3][Si:2]([CH3:22])([CH3:21])[CH3:1])[C:8]=3[C:19]2=[O:20])[CH:27]=[CH:28][CH:29]=1, predict the reactants needed to synthesize it. The reactants are: [CH3:1][Si:2]([CH3:22])([CH3:21])[CH2:3][CH2:4][O:5][CH2:6][N:7]1[C:15]2[C:10](=[CH:11][CH:12]=[CH:13][CH:14]=2)[C:9]2[CH2:16][CH2:17][NH:18][C:19](=[O:20])[C:8]1=2.[Br:23][C:24]1[CH:29]=[CH:28][CH:27]=[C:26](Br)[C:25]=1[CH3:31].C(=O)([O-])[O-].[Cs+].[Cs+].CNCCN. (8) Given the product [CH3:1][N:2]1[C:6]([C:7]2[CH:8]=[CH:9][N:10]=[CH:11][CH:12]=2)=[C:5]([C:13]([OH:28])=[O:14])[C:4](=[O:15])[N:3]1[C:16]1[CH:21]=[CH:20][CH:19]=[CH:18][CH:17]=1, predict the reactants needed to synthesize it. The reactants are: [CH3:1][N:2]1[C:6]([C:7]2[CH:12]=[CH:11][N:10]=[CH:9][CH:8]=2)=[C:5]([CH:13]=[O:14])[C:4](=[O:15])[N:3]1[C:16]1[CH:21]=[CH:20][CH:19]=[CH:18][CH:17]=1.CC(=CC)C.Cl([O-])=[O:28].[Na+].OP([O-])(O)=O.[K+]. (9) Given the product [C:1]([O:5][C:6](=[O:28])[C:7]1[CH:12]=[CH:11][C:10]([CH2:13][N:14]2[CH:25]=[C:26]([CH3:27])[C:17]3[C:16](=[CH:21][C:20]([Br:22])=[CH:19][CH:18]=3)[C:15]2=[O:24])=[CH:9][CH:8]=1)([CH3:4])([CH3:3])[CH3:2], predict the reactants needed to synthesize it. The reactants are: [C:1]([O:5][C:6](=[O:28])[C:7]1[CH:12]=[CH:11][C:10]([CH2:13][N:14]([CH2:25][CH:26]=[CH2:27])[C:15](=[O:24])[C:16]2[CH:21]=[C:20]([Br:22])[CH:19]=[CH:18][C:17]=2I)=[CH:9][CH:8]=1)([CH3:4])([CH3:3])[CH3:2].C(N(CC)CC)C.